Dataset: NCI-60 drug combinations with 297,098 pairs across 59 cell lines. Task: Regression. Given two drug SMILES strings and cell line genomic features, predict the synergy score measuring deviation from expected non-interaction effect. (1) Drug 1: CC1=CC2C(CCC3(C2CCC3(C(=O)C)OC(=O)C)C)C4(C1=CC(=O)CC4)C. Drug 2: CN(CCCl)CCCl.Cl. Cell line: SK-MEL-28. Synergy scores: CSS=-5.35, Synergy_ZIP=4.40, Synergy_Bliss=3.32, Synergy_Loewe=-6.06, Synergy_HSA=-3.31. (2) Drug 1: CS(=O)(=O)CCNCC1=CC=C(O1)C2=CC3=C(C=C2)N=CN=C3NC4=CC(=C(C=C4)OCC5=CC(=CC=C5)F)Cl. Cell line: OVCAR-8. Drug 2: C(CN)CNCCSP(=O)(O)O. Synergy scores: CSS=2.74, Synergy_ZIP=-3.17, Synergy_Bliss=-3.29, Synergy_Loewe=-7.53, Synergy_HSA=-2.75. (3) Drug 1: C(=O)(N)NO. Drug 2: CN(CCCl)CCCl.Cl. Cell line: UACC62. Synergy scores: CSS=18.8, Synergy_ZIP=-5.18, Synergy_Bliss=1.22, Synergy_Loewe=-30.0, Synergy_HSA=-0.693. (4) Drug 1: CC(C)CN1C=NC2=C1C3=CC=CC=C3N=C2N. Drug 2: C(CCl)NC(=O)N(CCCl)N=O. Cell line: SK-OV-3. Synergy scores: CSS=5.65, Synergy_ZIP=-0.0366, Synergy_Bliss=5.00, Synergy_Loewe=2.99, Synergy_HSA=3.89. (5) Drug 1: B(C(CC(C)C)NC(=O)C(CC1=CC=CC=C1)NC(=O)C2=NC=CN=C2)(O)O. Drug 2: CC1C(C(CC(O1)OC2CC(CC3=C2C(=C4C(=C3O)C(=O)C5=CC=CC=C5C4=O)O)(C(=O)C)O)N)O. Cell line: SF-295. Synergy scores: CSS=61.2, Synergy_ZIP=3.95, Synergy_Bliss=3.49, Synergy_Loewe=5.33, Synergy_HSA=7.43. (6) Drug 1: CC1=C(N=C(N=C1N)C(CC(=O)N)NCC(C(=O)N)N)C(=O)NC(C(C2=CN=CN2)OC3C(C(C(C(O3)CO)O)O)OC4C(C(C(C(O4)CO)O)OC(=O)N)O)C(=O)NC(C)C(C(C)C(=O)NC(C(C)O)C(=O)NCCC5=NC(=CS5)C6=NC(=CS6)C(=O)NCCC[S+](C)C)O. Drug 2: C1=CC=C(C(=C1)C(C2=CC=C(C=C2)Cl)C(Cl)Cl)Cl. Cell line: SW-620. Synergy scores: CSS=0.0570, Synergy_ZIP=8.71, Synergy_Bliss=20.9, Synergy_Loewe=-0.752, Synergy_HSA=4.33.